From a dataset of Full USPTO retrosynthesis dataset with 1.9M reactions from patents (1976-2016). Predict the reactants needed to synthesize the given product. (1) Given the product [Cl:1][C:2]1[CH:29]=[CH:28][C:5]([O:6][C:7]2[CH:27]=[CH:26][C:10]([CH2:11][CH2:12][O:13][C:14]3[N:15]([CH3:34])[CH:16]=[C:17]([CH2:21][C:22]([F:25])([F:24])[F:23])[C:18](=[O:20])[N:19]=3)=[CH:9][CH:8]=2)=[CH:4][C:3]=1[C:30]([F:31])([F:33])[F:32], predict the reactants needed to synthesize it. The reactants are: [Cl:1][C:2]1[CH:29]=[CH:28][C:5]([O:6][C:7]2[CH:27]=[CH:26][C:10]([CH2:11][CH2:12][O:13][C:14]3[NH:15][CH:16]=[C:17]([CH2:21][C:22]([F:25])([F:24])[F:23])[C:18](=[O:20])[N:19]=3)=[CH:9][CH:8]=2)=[CH:4][C:3]=1[C:30]([F:33])([F:32])[F:31].[CH3:34]CN(C(C)C)C(C)C.CI. (2) Given the product [Cl:20][C:21]1[CH:22]=[C:23]([S:27]([NH:1][C:2]2[CH:3]=[C:4]3[C:8](=[CH:9][CH:10]=2)[N:7]([CH2:11][C:12]2[CH:17]=[CH:16][C:15]([F:18])=[CH:14][CH:13]=2)[NH:6][C:5]3=[O:19])(=[O:29])=[O:28])[CH:24]=[CH:25][CH:26]=1, predict the reactants needed to synthesize it. The reactants are: [NH2:1][C:2]1[CH:3]=[C:4]2[C:8](=[CH:9][CH:10]=1)[N:7]([CH2:11][C:12]1[CH:17]=[CH:16][C:15]([F:18])=[CH:14][CH:13]=1)[NH:6][C:5]2=[O:19].[Cl:20][C:21]1[CH:22]=[C:23]([S:27](Cl)(=[O:29])=[O:28])[CH:24]=[CH:25][CH:26]=1.